Predict the reactants needed to synthesize the given product. From a dataset of Full USPTO retrosynthesis dataset with 1.9M reactions from patents (1976-2016). Given the product [F:1][C:2]1[CH:7]=[C:6]([F:8])[C:5]([F:9])=[CH:4][C:3]=1[CH:10]1[CH2:19][CH2:18][C:13]2([O:14][CH2:15][CH2:16][O:17]2)[CH2:12][CH:11]1[NH:42][C:45](=[O:30])[O:54][CH2:47][C:48]1[CH:53]=[CH:52][CH:51]=[CH:50][CH:49]=1, predict the reactants needed to synthesize it. The reactants are: [F:1][C:2]1[CH:7]=[C:6]([F:8])[C:5]([F:9])=[CH:4][C:3]=1[C@@H:10]1[CH2:19][CH2:18][C:13]2([O:17][CH2:16][CH2:15][O:14]2)[CH2:12][C@H:11]1C(O)=O.C1(P(N=[N+]=[N-])(C2C=CC=CC=2)=[O:30])C=CC=CC=1.C([N:42]([CH2:45]C)CC)C.[CH2:47]([OH:54])[C:48]1[CH:53]=[CH:52][CH:51]=[CH:50][CH:49]=1.